This data is from Forward reaction prediction with 1.9M reactions from USPTO patents (1976-2016). The task is: Predict the product of the given reaction. (1) Given the reactants [CH2:1]([OH:4])[CH2:2][OH:3].[CH2:5](Br)[C:6]1C=CC=[CH:8][CH:7]=1.[NH4+:13].[Cl-].[CH2:15]1[CH2:19]O[CH2:17][CH2:16]1, predict the reaction product. The product is: [OH:3][CH2:2][CH2:1][O:4][CH2:17][C:16]1[CH:8]=[CH:7][C:6]([C:5]#[N:13])=[CH:19][CH:15]=1. (2) Given the reactants Cl[C:2]1[N:7]=[CH:6][C:5]([C:8]([N:10]([CH3:32])[C:11]2[N:16]=[CH:15][C:14]([CH2:17][N:18]3[CH2:23][CH2:22][N:21]([C:24]([O:26][C:27]([CH3:30])([CH3:29])[CH3:28])=[O:25])[C@@H:20]([CH3:31])[CH2:19]3)=[CH:13][CH:12]=2)=[O:9])=[CH:4][CH:3]=1.C(=O)([O-])[O-].[K+].[K+].[F:39][C:40]1[CH:45]=[CH:44][C:43]([OH:46])=[CH:42][CH:41]=1, predict the reaction product. The product is: [F:39][C:40]1[CH:45]=[CH:44][C:43]([O:46][C:2]2[N:7]=[CH:6][C:5]([C:8]([N:10]([CH3:32])[C:11]3[N:16]=[CH:15][C:14]([CH2:17][N:18]4[CH2:23][CH2:22][N:21]([C:24]([O:26][C:27]([CH3:30])([CH3:29])[CH3:28])=[O:25])[C@@H:20]([CH3:31])[CH2:19]4)=[CH:13][CH:12]=3)=[O:9])=[CH:4][CH:3]=2)=[CH:42][CH:41]=1.